Predict the product of the given reaction. From a dataset of Forward reaction prediction with 1.9M reactions from USPTO patents (1976-2016). (1) Given the reactants [CH:1]1[C:10]2[C:5](=[CH:6][CH:7]=[CH:8][CH:9]=2)[CH:4]=[CH:3][C:2]=1[C:11]([C:13]1[CH:17]=[CH:16][NH:15][CH:14]=1)=[O:12].[Cl:18][CH2:19][C:20](Cl)=[O:21].[Cl-].[Al+3].[Cl-].[Cl-], predict the reaction product. The product is: [Cl:18][CH2:19][C:20]([C:16]1[NH:15][CH:14]=[C:13]([C:11]([C:2]2[CH:3]=[CH:4][C:5]3[C:10](=[CH:9][CH:8]=[CH:7][CH:6]=3)[CH:1]=2)=[O:12])[CH:17]=1)=[O:21]. (2) The product is: [Cl:8][C:6]1[N:5]=[C:4]([C:9]2[CH:14]=[CH:13][CH:12]=[C:11]([O:15][CH3:16])[CH:10]=2)[N:3]=[C:2]([NH:28][C:27]2[CH:29]=[CH:30][CH:31]=[C:25]([N+:22]([O-:24])=[O:23])[CH:26]=2)[N:7]=1. Given the reactants Cl[C:2]1[N:7]=[C:6]([Cl:8])[N:5]=[C:4]([C:9]2[CH:14]=[CH:13][CH:12]=[C:11]([O:15][CH3:16])[CH:10]=2)[N:3]=1.C([O-])(O)=O.[Na+].[N+:22]([C:25]1[CH:26]=[C:27]([CH:29]=[CH:30][CH:31]=1)[NH2:28])([O-:24])=[O:23], predict the reaction product.